Dataset: Full USPTO retrosynthesis dataset with 1.9M reactions from patents (1976-2016). Task: Predict the reactants needed to synthesize the given product. (1) Given the product [C:9]([NH:8][C:5]1[N:6]=[CH:7][C:2]([NH:1][C:26](=[O:27])[C:25]2[C:20]([Cl:19])=[CH:21][CH:22]=[C:23]([NH:30][S:31]([CH2:34][CH2:35][CH3:36])(=[O:33])=[O:32])[C:24]=2[F:29])=[CH:3][N:4]=1)(=[O:11])[CH3:10], predict the reactants needed to synthesize it. The reactants are: [NH2:1][C:2]1[CH:3]=[N:4][C:5]([NH:8][C:9](=[O:11])[CH3:10])=[N:6][CH:7]=1.C(N(CC)CC)C.[Cl:19][C:20]1[C:25]([C:26](Cl)=[O:27])=[C:24]([F:29])[C:23]([NH:30][S:31]([CH2:34][CH2:35][CH3:36])(=[O:33])=[O:32])=[CH:22][CH:21]=1. (2) Given the product [CH3:9][N:6]1[C:7]2[CH:8]=[N:14][NH:1][C:2]=2[C:3](=[O:12])[N:4]([CH3:11])[C:5]1=[O:10], predict the reactants needed to synthesize it. The reactants are: [NH2:1][C:2]1[C:3](=[O:12])[N:4]([CH3:11])[C:5](=[O:10])[N:6]([CH3:9])[C:7]=1[CH3:8].Cl.[N:14]([O-])=O.[Na+]. (3) Given the product [ClH:26].[NH2:7][CH2:8][C@@H:9]([N:16]([CH3:17])[C:18](=[O:28])[CH2:19][C:20]1[CH:25]=[CH:24][C:23]([Cl:26])=[C:22]([Cl:27])[CH:21]=1)[C:10]1[CH:15]=[CH:14][CH:13]=[CH:12][CH:11]=1, predict the reactants needed to synthesize it. The reactants are: C(OC(=O)[NH:7][CH2:8][C@@H:9]([N:16]([C:18](=[O:28])[CH2:19][C:20]1[CH:25]=[CH:24][C:23]([Cl:26])=[C:22]([Cl:27])[CH:21]=1)[CH3:17])[C:10]1[CH:15]=[CH:14][CH:13]=[CH:12][CH:11]=1)(C)(C)C.Cl.